This data is from CYP2D6 inhibition data for predicting drug metabolism from PubChem BioAssay. The task is: Regression/Classification. Given a drug SMILES string, predict its absorption, distribution, metabolism, or excretion properties. Task type varies by dataset: regression for continuous measurements (e.g., permeability, clearance, half-life) or binary classification for categorical outcomes (e.g., BBB penetration, CYP inhibition). Dataset: cyp2d6_veith. (1) The drug is COc1ccc(CNc2ncnc3ccc(-c4ccccc4OC)cc23)c(OC)c1. The result is 0 (non-inhibitor). (2) The drug is CCOc1ccc(OCC)c(-c2c(=O)n(OCc3ccc(C(C)(C)C)cc3)c3ccccc3[n+]2[O-])c1. The result is 0 (non-inhibitor). (3) The drug is CC(=C/c1ccccc1)/C=N/n1cnnc1. The result is 0 (non-inhibitor).